Predict the reaction yield, written as a fraction of the theoretical maximum amount of product (1.0 means a 100% yield; for example, 0.34 means a 34% yield). From a dataset of Reaction yield outcomes from USPTO patents with 853,638 reactions. (1) The reactants are [NH2:1][C@@H:2]([CH2:5][CH2:6][C:7]1[CH:12]=[CH:11][C:10]([NH:13][C:14]2[CH:19]=[CH:18][C:17]([Cl:20])=[CH:16][CH:15]=2)=[CH:9][CH:8]=1)[CH2:3][OH:4].C([O-])(=O)C.[Na+].[N:26]#[C:27]Br.N. The catalyst is CO. The product is [Cl:20][C:17]1[CH:16]=[CH:15][C:14]([NH:13][C:10]2[CH:11]=[CH:12][C:7]([CH2:6][CH2:5][C@H:2]3[CH2:3][O:4][C:27]([NH2:26])=[N:1]3)=[CH:8][CH:9]=2)=[CH:19][CH:18]=1. The yield is 0.480. (2) The reactants are [CH3:1][C:2]1[CH:7]=[CH:6][N:5]=[C:4]2[N:8](COCC[Si](C)(C)C)[N:9]=[C:10]([CH:11]3[CH2:16][CH2:15][N:14](C(OC(C)(C)C)=O)[CH2:13][CH2:12]3)[C:3]=12.Cl.C(Cl)[Cl:34]. The catalyst is CO. The product is [ClH:34].[CH3:1][C:2]1[CH:7]=[CH:6][N:5]=[C:4]2[NH:8][N:9]=[C:10]([CH:11]3[CH2:16][CH2:15][NH:14][CH2:13][CH2:12]3)[C:3]=12. The yield is 0.800. (3) The reactants are Br[C:2]1[CH:7]=[CH:6][C:5]([Br:8])=[CH:4][N:3]=1.[CH2:9]([O:12][CH3:13])[C:10]#[CH:11]. The catalyst is C(N(CC)CC)C.[Cu](I)I.C1C=CC(P(C2C=CC=CC=2)C2C=CC=CC=2)=CC=1.C1C=CC(P(C2C=CC=CC=2)C2C=CC=CC=2)=CC=1.Cl[Pd]Cl. The product is [Br:8][C:5]1[CH:6]=[CH:7][C:2]([C:11]#[C:10][CH2:9][O:12][CH3:13])=[N:3][CH:4]=1. The yield is 0.790. (4) The reactants are [Cl:1][C:2]1[C:11]([O:12][CH:13]([CH3:15])[CH3:14])=[CH:10][C:9]([Cl:16])=[CH:8][C:3]=1[C:4]([O:6]C)=[O:5].[OH-].[Na+]. The catalyst is CO. The product is [Cl:1][C:2]1[C:11]([O:12][CH:13]([CH3:14])[CH3:15])=[CH:10][C:9]([Cl:16])=[CH:8][C:3]=1[C:4]([OH:6])=[O:5]. The yield is 0.970. (5) The yield is 0.540. The product is [Cl:2][C:3]1[C:4]([N:9]2[CH2:10][CH2:11][N:12]([CH2:16][CH2:17][C@H:18]3[CH2:23][CH2:22][C@H:21]([NH:24][C:25](=[O:27])[CH3:26])[CH2:20][CH2:19]3)[CH2:13][CH2:14]2)=[N:5][CH:6]=[CH:7][CH:8]=1. The reactants are Cl.[Cl:2][C:3]1[C:4]([N:9]2[CH2:14][CH2:13][NH:12][CH2:11][CH2:10]2)=[N:5][CH:6]=[CH:7][CH:8]=1.O=[CH:16][CH2:17][C@H:18]1[CH2:23][CH2:22][C@H:21]([NH:24][C:25](=[O:27])[CH3:26])[CH2:20][CH2:19]1.CCN(CC)CC.C([O-])(O)=O.[Na+]. The catalyst is C(Cl)Cl. (6) The reactants are [NH2:1][C:2]1[CH:29]=[CH:28][C:5]([C:6]([NH:8][C:9]2[S:13][C:12]([NH:14][C:15]3[CH:24]=[CH:23][C:22]4[C:17](=[CH:18][CH:19]=[CH:20][CH:21]=4)[CH:16]=3)=[N:11][C:10]=2[C:25]([NH2:27])=[O:26])=[O:7])=[CH:4][CH:3]=1.CCN(CC)CC.[C:37]([O:40][CH2:41][C:42](Cl)=[O:43])(=[O:39])[CH3:38]. The catalyst is C1COCC1. The product is [C:37]([O:40][CH2:41][C:42]([NH:1][C:2]1[CH:29]=[CH:28][C:5]([C:6]([NH:8][C:9]2[S:13][C:12]([NH:14][C:15]3[CH:24]=[CH:23][C:22]4[C:17](=[CH:18][CH:19]=[CH:20][CH:21]=4)[CH:16]=3)=[N:11][C:10]=2[C:25]([NH2:27])=[O:26])=[O:7])=[CH:4][CH:3]=1)=[O:43])(=[O:39])[CH3:38]. The yield is 0.800. (7) The reactants are [CH:1]1([Mg]Br)[CH2:3][CH2:2]1.[CH2:6]([O:8][C:9](=[O:25])[C:10]1[CH:22]=[C:21]([CH:23]=[O:24])[CH:20]=[C:12]([C:13]([N:15]([CH3:19])[CH2:16][CH2:17][CH3:18])=[O:14])[CH:11]=1)[CH3:7]. The catalyst is C1COCC1. The product is [CH2:6]([O:8][C:9](=[O:25])[C:10]1[CH:22]=[C:21]([CH:23]([CH:1]2[CH2:3][CH2:2]2)[OH:24])[CH:20]=[C:12]([C:13]([N:15]([CH3:19])[CH2:16][CH2:17][CH3:18])=[O:14])[CH:11]=1)[CH3:7]. The yield is 0.380. (8) The yield is 0.961. The catalyst is ClCCl. The reactants are [OH:1][C:2]1[C:3]([CH3:8])=[N:4][CH:5]=[CH:6][CH:7]=1.C1C=CC(N([S:16]([C:19]([F:22])([F:21])[F:20])(=[O:18])=[O:17])[S:16]([C:19]([F:22])([F:21])[F:20])(=[O:18])=[O:17])=CC=1.C(N(CC)CC)C. The product is [F:20][C:19]([F:22])([F:21])[S:16]([O:1][C:2]1[C:3]([CH3:8])=[N:4][CH:5]=[CH:6][CH:7]=1)(=[O:18])=[O:17]. (9) The reactants are I[C:2]1[CH:10]=[CH:9][CH:8]=[C:7]2[C:3]=1[CH:4]=[N:5][NH:6]2.[CH3:11][Si:12]([C:15]#[CH:16])([CH3:14])[CH3:13]. The yield is 0.570. The product is [CH3:11][Si:12]([C:15]#[C:16][C:2]1[CH:10]=[CH:9][CH:8]=[C:7]2[C:3]=1[CH:4]=[N:5][NH:6]2)([CH3:14])[CH3:13]. No catalyst specified. (10) The reactants are Cl[C:2]1[C:3]([NH:8][CH:9]([CH3:11])[CH3:10])=[N:4][CH:5]=[CH:6][N:7]=1.[NH2:12][C:13]1[CH:18]=[CH:17][CH:16]=[C:15]([CH3:19])[CH:14]=1.CC(C)([O-])C.[Na+]. The catalyst is C1(C)C=CC=CC=1.C1C=CC(/C=C/C(/C=C/C2C=CC=CC=2)=O)=CC=1.C1C=CC(/C=C/C(/C=C/C2C=CC=CC=2)=O)=CC=1.C1C=CC(/C=C/C(/C=C/C2C=CC=CC=2)=O)=CC=1.[Pd].[Pd].C1(P(C2C=CC=CC=2)C2C=CC3C(=CC=CC=3)C=2C2C3C(=CC=CC=3)C=CC=2P(C2C=CC=CC=2)C2C=CC=CC=2)C=CC=CC=1. The product is [CH:9]([NH:8][C:3]1[C:2]([NH:12][C:13]2[CH:14]=[C:15]([CH3:19])[CH:16]=[CH:17][CH:18]=2)=[N:7][CH:6]=[CH:5][N:4]=1)([CH3:11])[CH3:10]. The yield is 0.870.